Dataset: Full USPTO retrosynthesis dataset with 1.9M reactions from patents (1976-2016). Task: Predict the reactants needed to synthesize the given product. (1) Given the product [CH3:1][O:3][C:4]([C:6]1[N:7]=[C:8]([NH:11][C:12](=[O:27])[CH:13]([C:20]2[CH:25]=[CH:24][CH:23]=[C:22]([Cl:26])[CH:21]=2)[CH2:14][CH:15]2[CH2:16][CH2:17][CH2:18][CH2:19]2)[S:9][CH:10]=1)=[O:5], predict the reactants needed to synthesize it. The reactants are: [CH2:1]([O:3][C:4]([C:6]1[N:7]=[C:8]([NH:11][C:12](=[O:27])[CH:13]([C:20]2[CH:25]=[CH:24][CH:23]=[C:22]([Cl:26])[CH:21]=2)[CH2:14][CH:15]2[CH2:19][CH2:18][CH2:17][CH2:16]2)[S:9][CH:10]=1)=[O:5])C.S(=O)(=O)(O)O. (2) Given the product [F:20][C:19]1[C:14]([NH:10][C:11](=[O:12])[N:34]([CH3:33])[C:35]2[CH:40]=[CH:39][C:38]([Br:41])=[CH:37][CH:36]=2)=[N:15][C:16]([O:27][CH2:28][C:29]([F:30])([F:32])[F:31])=[CH:17][C:18]=1[O:21][CH2:22][C:23]([F:25])([F:24])[F:26], predict the reactants needed to synthesize it. The reactants are: [N+](C1C=CC([N:10]([C:14]2[C:19]([F:20])=[C:18]([O:21][CH2:22][C:23]([F:26])([F:25])[F:24])[CH:17]=[C:16]([O:27][CH2:28][C:29]([F:32])([F:31])[F:30])[N:15]=2)[C:11](=O)[O-:12])=CC=1)([O-])=O.[CH3:33][NH:34][C:35]1[CH:40]=[CH:39][C:38]([Br:41])=[CH:37][CH:36]=1.C(O)(=O)C.